This data is from Full USPTO retrosynthesis dataset with 1.9M reactions from patents (1976-2016). The task is: Predict the reactants needed to synthesize the given product. (1) Given the product [CH2:19]([N:18]1[C:21](=[O:23])[CH2:7][C:8]2[C:9](=[C:10]([N+:14]([O-:16])=[O:15])[CH:11]=[CH:12][CH:13]=2)[CH2:17]1)[CH3:20], predict the reactants needed to synthesize it. The reactants are: C(OC(=O)[CH2:7][C:8]1[CH:13]=[CH:12][CH:11]=[C:10]([N+:14]([O-:16])=[O:15])[C:9]=1[CH2:17][N:18]([C:21]([O:23]C(C)(C)C)=O)[CH2:19][CH3:20])(C)(C)C.C1CCC(N=C=NC2CCCCC2)CC1.O. (2) Given the product [N:35]1([C:40]2[CH:41]=[CH:42][C:43]([C:2]3[N:25]([S:26]([C:29]4[CH:34]=[CH:33][CH:32]=[CH:31][CH:30]=4)(=[O:28])=[O:27])[C:5]4=[N:6][CH:7]=[CH:8][C:9]([C:10]5[CH:11]=[CH:12][C:13]([O:18][CH:19]6[CH2:24][CH2:23][O:22][CH2:21][CH2:20]6)=[C:14]([CH:17]=5)[C:15]#[N:16])=[C:4]4[CH:3]=3)=[CH:44][CH:45]=2)[CH:39]=[CH:38][CH:37]=[N:36]1, predict the reactants needed to synthesize it. The reactants are: I[C:2]1[N:25]([S:26]([C:29]2[CH:34]=[CH:33][CH:32]=[CH:31][CH:30]=2)(=[O:28])=[O:27])[C:5]2=[N:6][CH:7]=[CH:8][C:9]([C:10]3[CH:11]=[CH:12][C:13]([O:18][CH:19]4[CH2:24][CH2:23][O:22][CH2:21][CH2:20]4)=[C:14]([CH:17]=3)[C:15]#[N:16])=[C:4]2[CH:3]=1.[N:35]1([C:40]2[CH:45]=[CH:44][C:43](B(O)O)=[CH:42][CH:41]=2)[CH:39]=[CH:38][CH:37]=[N:36]1.C(=O)([O-])[O-].[Cs+].[Cs+]. (3) The reactants are: C1(P(C2C=CC=CC=2)C2C=CC=CC=2)C=CC=CC=1.II.C(N(CC)CC)C.[CH3:29][O:30][C:31](=[O:58])[CH2:32][CH2:33][CH2:34][CH2:35][CH2:36][CH2:37][C:38](=[O:57])[NH:39][CH:40]([C:51]1[CH:56]=[CH:55][N:54]=[CH:53][CH:52]=1)[C:41]([C:43]1[CH:48]=[CH:47][C:46]([O:49][CH3:50])=[CH:45][CH:44]=1)=O. Given the product [CH3:29][O:30][C:31](=[O:58])[CH2:32][CH2:33][CH2:34][CH2:35][CH2:36][CH2:37][C:38]1[O:57][C:41]([C:43]2[CH:48]=[CH:47][C:46]([O:49][CH3:50])=[CH:45][CH:44]=2)=[C:40]([C:51]2[CH:56]=[CH:55][N:54]=[CH:53][CH:52]=2)[N:39]=1, predict the reactants needed to synthesize it. (4) Given the product [F:1][C:2]1[CH:8]=[C:7]([CH3:9])[C:6]([S:10][CH2:13][C:12]([F:16])([F:15])[F:11])=[CH:5][C:3]=1[NH2:4], predict the reactants needed to synthesize it. The reactants are: [F:1][C:2]1[CH:8]=[C:7]([CH3:9])[C:6]([SH:10])=[CH:5][C:3]=1[NH2:4].[F:11][C:12]([F:16])([F:15])[CH2:13]I.C(=O)([O-])[O-].[K+].[K+].C(S([O-])=O)O.[Na+]. (5) Given the product [C:1]([S:5]([NH:7][C:8]1([CH:12]([CH3:16])[C:13]([O:15][CH2:18][C:19](=[O:20])[C:21]2[CH:26]=[CH:25][C:24]([O:27][C:28]([F:29])([F:30])[F:31])=[CH:23][CH:22]=2)=[O:14])[CH2:9][O:10][CH2:11]1)=[O:6])([CH3:4])([CH3:2])[CH3:3], predict the reactants needed to synthesize it. The reactants are: [C:1]([S:5]([NH:7][C:8]1([CH:12]([CH3:16])[C:13]([OH:15])=[O:14])[CH2:11][O:10][CH2:9]1)=[O:6])([CH3:4])([CH3:3])[CH3:2].Br[CH2:18][C:19]([C:21]1[CH:26]=[CH:25][C:24]([O:27][C:28]([F:31])([F:30])[F:29])=[CH:23][CH:22]=1)=[O:20]. (6) Given the product [NH2:16][C:15]1[N:11]([C:7]2[CH:6]=[C:5]([CH2:4][OH:3])[CH:10]=[CH:9][CH:8]=2)[N:12]=[C:13]([C:17]([CH3:20])([CH3:19])[CH3:18])[CH:14]=1, predict the reactants needed to synthesize it. The reactants are: C([O:3][C:4](=O)[C:5]1[CH:10]=[CH:9][CH:8]=[C:7]([N:11]2[C:15]([NH2:16])=[CH:14][C:13]([C:17]([CH3:20])([CH3:19])[CH3:18])=[N:12]2)[CH:6]=1)C.CCN(CC)CC.[BH4-].[Na+].